The task is: Regression. Given a peptide amino acid sequence and an MHC pseudo amino acid sequence, predict their binding affinity value. This is MHC class I binding data.. This data is from Peptide-MHC class I binding affinity with 185,985 pairs from IEDB/IMGT. The peptide sequence is LTYSQLMTL. The MHC is HLA-A68:02 with pseudo-sequence HLA-A68:02. The binding affinity (normalized) is 0.571.